Dataset: Forward reaction prediction with 1.9M reactions from USPTO patents (1976-2016). Task: Predict the product of the given reaction. (1) Given the reactants [CH3:1][C:2]1[N:3]([CH3:15])[C:4]2[C:5]([N:14]=1)=[C:6]1[C:11](=[CH:12][CH:13]=2)[N:10]=[CH:9][CH:8]=[CH:7]1, predict the reaction product. The product is: [CH3:1][C:2]1[N:3]([CH3:15])[C:4]2[C:5]([N:14]=1)=[C:6]1[C:11](=[CH:12][CH:13]=2)[NH:10][CH2:9][CH2:8][CH2:7]1. (2) The product is: [F:1]/[C:2](=[C:5](/[C:7]1[CH:8]=[C:9]2[C:14](=[CH:15][C:16]=1[O:17][CH3:18])[O:13][C:12]([CH3:20])([CH3:19])[CH:11]=[C:10]2[CH:21]([CH3:23])[CH3:22])\[CH3:6])/[CH:3]=[O:4]. Given the reactants [F:1]/[C:2](=[C:5](/[C:7]1[CH:8]=[C:9]2[C:14](=[CH:15][C:16]=1[O:17][CH3:18])[O:13][C:12]([CH3:20])([CH3:19])[CH:11]=[C:10]2[CH:21]([CH3:23])[CH3:22])\[CH3:6])/[CH2:3][OH:4].C[N+]1([O-])CCOCC1.CCCCCC.C(OCC)(=O)C, predict the reaction product. (3) Given the reactants [CH3:1][O:2][C:3](=[O:33])/[CH:4]=[CH:5]/[C:6]1[C:7]([CH3:32])=[C:8]([C:19]([NH:22][S:23]([C:26]2[CH:31]=[CH:30][CH:29]=[CH:28][N:27]=2)(=[O:25])=[O:24])=[CH:20][CH:21]=1)[C:9]([O:11]CC1C=CC=CC=1)=[O:10].[H][H], predict the reaction product. The product is: [CH3:1][O:2][C:3](=[O:33])[CH2:4][CH2:5][C:6]1[C:7]([CH3:32])=[C:8]([C:19]([NH:22][S:23]([C:26]2[CH:31]=[CH:30][CH:29]=[CH:28][N:27]=2)(=[O:25])=[O:24])=[CH:20][CH:21]=1)[C:9]([OH:11])=[O:10]. (4) Given the reactants [OH-].[Na+].C([O:5][C:6](=[O:28])/[CH:7]=[CH:8]/[C:9]1[CH:14]=[CH:13][C:12]([O:15][CH2:16][C:17]2[C:22]([CH3:23])=[N:21][C:20]([CH3:24])=[C:19]([CH3:25])[N:18]=2)=[C:11]([O:26][CH3:27])[CH:10]=1)C, predict the reaction product. The product is: [CH3:23][C:22]1[C:17]([CH2:16][O:15][C:12]2[CH:13]=[CH:14][C:9](/[CH:8]=[CH:7]/[C:6]([OH:28])=[O:5])=[CH:10][C:11]=2[O:26][CH3:27])=[N:18][C:19]([CH3:25])=[C:20]([CH3:24])[N:21]=1. (5) Given the reactants [CH:1]([C:4]1[S:8][C:7]([CH3:9])=[N:6][C:5]=1[C:10]1[CH:15]=[CH:14][C:13]([O:16]C)=[CH:12][CH:11]=1)([CH3:3])[CH3:2].C(O)(=O)C.Br(O)(=O)=O.C(=O)([O-])[O-].[K+].[K+], predict the reaction product. The product is: [CH:1]([C:4]1[S:8][C:7]([CH3:9])=[N:6][C:5]=1[C:10]1[CH:11]=[CH:12][C:13]([OH:16])=[CH:14][CH:15]=1)([CH3:3])[CH3:2]. (6) The product is: [F:11][C:12]1[C:17]([O:18][CH:2]([CH3:4])[CH3:3])=[CH:16][N:15]=[C:14]2[N:19]([Si:22]([CH:26]([CH3:28])[CH3:27])([CH:29]([CH3:31])[CH3:30])[CH:23]([CH3:24])[CH3:25])[CH:20]=[CH:21][C:13]=12. Given the reactants Br[CH:2]([CH3:4])[CH3:3].C(=O)([O-])[O-].[K+].[K+].[F:11][C:12]1[C:17]([OH:18])=[CH:16][N:15]=[C:14]2[N:19]([Si:22]([CH:29]([CH3:31])[CH3:30])([CH:26]([CH3:28])[CH3:27])[CH:23]([CH3:25])[CH3:24])[CH:20]=[CH:21][C:13]=12, predict the reaction product. (7) Given the reactants [CH3:1][C@@:2]12[C:8]([CH3:10])([CH3:9])[C@@H:5]([CH2:6][CH2:7]1)[C:4](=O)[C:3]2=O.COP([CH2:19][C:20]([C:22]1[CH:27]=[CH:26][C:25]([F:28])=[CH:24][C:23]=1[CH3:29])=O)(=O)OC.O.[NH2:31][NH2:32], predict the reaction product. The product is: [F:28][C:25]1[CH:26]=[CH:27][C:22]([C:20]2[N:31]=[N:32][C:3]3[C@:2]4([CH3:1])[C:8]([CH3:10])([CH3:9])[C@H:5]([C:4]=3[CH:19]=2)[CH2:6][CH2:7]4)=[C:23]([CH3:29])[CH:24]=1. (8) Given the reactants C(NC1C=CC(C2C=C3C(CN([C@@H](C(C)C)C(O)=O)C3=O)=CC=2)=CC=1)(=O)C1C=CC=CC=1.[CH3:33][CH:34]([CH3:69])[C@H:35]([N:40]1[CH2:48][C:47]2[C:42](=[CH:43][C:44]([C:49]3[CH:54]=[CH:53][C:52]([NH:55][C:56](=[O:67])[C:57]4[CH:62]=[CH:61][CH:60]=[CH:59][C:58]=4[C:63]([F:66])([F:65])[F:64])=[CH:51][CH:50]=3)=[CH:45][CH:46]=2)[C:41]1=[O:68])[C:36]([O:38]C)=[O:37], predict the reaction product. The product is: [CH3:33][CH:34]([CH3:69])[C@H:35]([N:40]1[CH2:48][C:47]2[C:42](=[CH:43][C:44]([C:49]3[CH:50]=[CH:51][C:52]([NH:55][C:56](=[O:67])[C:57]4[CH:62]=[CH:61][CH:60]=[CH:59][C:58]=4[C:63]([F:66])([F:64])[F:65])=[CH:53][CH:54]=3)=[CH:45][CH:46]=2)[C:41]1=[O:68])[C:36]([OH:38])=[O:37]. (9) Given the reactants [CH2:1]([O:8][C:9]1[C:10]([C:29]([N:31]([CH2:38][CH2:39]O)[C:32]2[CH:37]=[CH:36][CH:35]=[CH:34][CH:33]=2)=[O:30])=[N:11][C:12]([CH2:16][C:17]2([C:22]3[CH:27]=[CH:26][C:25]([Cl:28])=[CH:24][CH:23]=3)[CH2:21][CH2:20][CH2:19][CH2:18]2)=[N:13][C:14]=1[OH:15])[C:2]1[CH:7]=[CH:6][CH:5]=[CH:4][CH:3]=1.C1(P(C2C=CC=CC=2)C2C=CC=CC=2)C=CC=CC=1.N(C(OC(C)C)=O)=NC(OC(C)C)=O, predict the reaction product. The product is: [CH2:1]([O:8][C:9]1[C:14](=[O:15])[N:13]=[C:12]([CH2:16][C:17]2([C:22]3[CH:27]=[CH:26][C:25]([Cl:28])=[CH:24][CH:23]=3)[CH2:21][CH2:20][CH2:19][CH2:18]2)[N:11]2[CH2:39][CH2:38][N:31]([C:32]3[CH:37]=[CH:36][CH:35]=[CH:34][CH:33]=3)[C:29](=[O:30])[C:10]=12)[C:2]1[CH:7]=[CH:6][CH:5]=[CH:4][CH:3]=1. (10) Given the reactants [F:1][C:2]1[CH:13]=[CH:12][CH:11]=[C:10]([N+:14]([O-])=O)[C:3]=1[O:4][CH:5]1[CH2:9][CH2:8][O:7][CH2:6]1, predict the reaction product. The product is: [F:1][C:2]1[C:3]([O:4][CH:5]2[CH2:9][CH2:8][O:7][CH2:6]2)=[C:10]([NH2:14])[CH:11]=[CH:12][CH:13]=1.